This data is from Forward reaction prediction with 1.9M reactions from USPTO patents (1976-2016). The task is: Predict the product of the given reaction. Given the reactants CN(C=O)C.C(OP([CH:14]([CH3:20])[C:15]([O:17][CH2:18][CH3:19])=[O:16])(OCC)=O)C.[H-].[Na+].[CH:23]1([NH:29][C:30]2[CH:39]=[C:38]3[C:33]([C:34](=[O:49])[N:35]([CH2:46][CH:47]=O)[C:36](=[O:45])[N:37]3[CH:40]3[CH2:44][CH2:43][CH2:42][CH2:41]3)=[CH:32][C:31]=2[F:50])[CH2:28][CH2:27][CH2:26][CH2:25][CH2:24]1, predict the reaction product. The product is: [CH:23]1([NH:29][C:30]2[CH:39]=[C:38]3[C:33]([C:34](=[O:49])[N:35]([CH2:46]/[CH:47]=[C:14](\[CH3:20])/[C:15]([O:17][CH2:18][CH3:19])=[O:16])[C:36](=[O:45])[N:37]3[CH:40]3[CH2:44][CH2:43][CH2:42][CH2:41]3)=[CH:32][C:31]=2[F:50])[CH2:24][CH2:25][CH2:26][CH2:27][CH2:28]1.